This data is from Forward reaction prediction with 1.9M reactions from USPTO patents (1976-2016). The task is: Predict the product of the given reaction. (1) The product is: [CH:16]1([C:19]2[N:20]=[CH:21][N:22]([C:2]3[CH:3]=[CH:4][C:5]([O:14][CH3:15])=[C:6]([CH:13]=3)[C:7]([O:9][CH:10]([CH3:12])[CH3:11])=[O:8])[CH:23]=2)[CH2:18][CH2:17]1. Given the reactants I[C:2]1[CH:3]=[CH:4][C:5]([O:14][CH3:15])=[C:6]([CH:13]=1)[C:7]([O:9][CH:10]([CH3:12])[CH3:11])=[O:8].[CH:16]1([C:19]2[N:20]=[CH:21][NH:22][CH:23]=2)[CH2:18][CH2:17]1.OC1C=CC=C2C=1N=CC=C2.C(=O)([O-])[O-].[Cs+].[Cs+], predict the reaction product. (2) Given the reactants [H-].[Na+].[O:3]=[C:4]([CH2:11][CH2:12][CH3:13])[CH2:5][C:6]([O:8][CH2:9][CH3:10])=[O:7].Br[CH2:15][C:16]1[CH:21]=[CH:20][C:19]([C:22]2[C:23]([C:28]#[N:29])=[CH:24][CH:25]=[CH:26][CH:27]=2)=[C:18]([CH3:30])[CH:17]=1.Cl, predict the reaction product. The product is: [C:28]([C:23]1[CH:24]=[CH:25][CH:26]=[CH:27][C:22]=1[C:19]1[CH:20]=[CH:21][C:16]([CH2:15][CH:5]([C:4](=[O:3])[CH2:11][CH2:12][CH3:13])[C:6]([O:8][CH2:9][CH3:10])=[O:7])=[CH:17][C:18]=1[CH3:30])#[N:29]. (3) Given the reactants [OH:1][C:2]1[CH:3]=[CH:4][C:5]2[N:6]([CH:8]=[C:9]([NH:11][C:12]([CH:14]3[CH2:16][CH2:15]3)=[O:13])[N:10]=2)[CH:7]=1.F[C:18]1[CH:23]=[CH:22][C:21]([N+:24]([O-:26])=[O:25])=[CH:20][C:19]=1[F:27].C(=O)([O-])[O-].[Cs+].[Cs+].O, predict the reaction product. The product is: [F:27][C:19]1[CH:20]=[C:21]([N+:24]([O-:26])=[O:25])[CH:22]=[CH:23][C:18]=1[O:1][C:2]1[CH:3]=[CH:4][C:5]2[N:6]([CH:8]=[C:9]([NH:11][C:12]([CH:14]3[CH2:15][CH2:16]3)=[O:13])[N:10]=2)[CH:7]=1. (4) Given the reactants [CH2:1]([N:8]([CH2:16][CH:17]1[CH2:22][CH2:21][N:20]([C:23](=O)[C:24]([CH3:30])([CH3:29])[C:25]([F:28])([F:27])[F:26])[CH2:19][CH2:18]1)[C:9]1[CH:14]=[CH:13][C:12]([Br:15])=[CH:11][CH:10]=1)[C:2]1[CH:7]=[CH:6][CH:5]=[CH:4][CH:3]=1, predict the reaction product. The product is: [CH2:1]([N:8]([CH2:16][CH:17]1[CH2:22][CH2:21][N:20]([CH2:23][C:24]([CH3:30])([CH3:29])[C:25]([F:28])([F:27])[F:26])[CH2:19][CH2:18]1)[C:9]1[CH:10]=[CH:11][C:12]([Br:15])=[CH:13][CH:14]=1)[C:2]1[CH:3]=[CH:4][CH:5]=[CH:6][CH:7]=1. (5) Given the reactants [F:1][C:2]([F:30])([F:29])[C:3]1[CH:8]=[CH:7][C:6]([C:9]([C:19]2[CH:24]=[CH:23][C:22]([C:25]([F:28])([F:27])[F:26])=[CH:21][CH:20]=2)=[CH:10]/[C:11](/[CH3:18])=[CH:12]/[C:13]([O:15]CC)=[O:14])=[CH:5][CH:4]=1.O.[OH-].[Li+].CO.O, predict the reaction product. The product is: [F:1][C:2]([F:29])([F:30])[C:3]1[CH:8]=[CH:7][C:6]([C:9]([C:19]2[CH:20]=[CH:21][C:22]([C:25]([F:26])([F:28])[F:27])=[CH:23][CH:24]=2)=[CH:10]/[C:11](/[CH3:18])=[CH:12]/[C:13]([OH:15])=[O:14])=[CH:5][CH:4]=1. (6) Given the reactants [O:1]1[C:10]2[C:5](=[CH:6][CH:7]=[C:8]([C:11]([O:13]C)=[O:12])[CH:9]=2)[CH2:4][CH2:3][CH2:2]1.[OH-].[Na+], predict the reaction product. The product is: [O:1]1[C:10]2[C:5](=[CH:6][CH:7]=[C:8]([C:11]([OH:13])=[O:12])[CH:9]=2)[CH2:4][CH2:3][CH2:2]1. (7) Given the reactants Cl.[CH3:2][O:3][NH:4][CH3:5].[CH:6]1([S:9]([C:12]2[CH:17]=[CH:16][C:15](/[C:18](=[CH:22]\[CH:23]3[CH2:28][CH2:27][O:26][CH2:25][CH2:24]3)/[C:19](O)=[O:20])=[CH:14][CH:13]=2)(=[O:11])=[O:10])[CH2:8][CH2:7]1.Cl.C(N=C=NCCCN(C)C)C.ON1C2C=CC=CC=2N=N1, predict the reaction product. The product is: [CH:6]1([S:9]([C:12]2[CH:13]=[CH:14][C:15](/[C:18](=[CH:22]\[CH:23]3[CH2:24][CH2:25][O:26][CH2:27][CH2:28]3)/[C:19]([N:4]([O:3][CH3:2])[CH3:5])=[O:20])=[CH:16][CH:17]=2)(=[O:10])=[O:11])[CH2:8][CH2:7]1.